Dataset: NCI-60 drug combinations with 297,098 pairs across 59 cell lines. Task: Regression. Given two drug SMILES strings and cell line genomic features, predict the synergy score measuring deviation from expected non-interaction effect. (1) Drug 1: CN(CCCl)CCCl.Cl. Drug 2: C1CCC(C(C1)N)N.C(=O)(C(=O)[O-])[O-].[Pt+4]. Cell line: HOP-92. Synergy scores: CSS=33.4, Synergy_ZIP=-9.87, Synergy_Bliss=-3.80, Synergy_Loewe=-0.0723, Synergy_HSA=1.73. (2) Drug 1: CCC(=C(C1=CC=CC=C1)C2=CC=C(C=C2)OCCN(C)C)C3=CC=CC=C3.C(C(=O)O)C(CC(=O)O)(C(=O)O)O. Drug 2: CCCCCOC(=O)NC1=NC(=O)N(C=C1F)C2C(C(C(O2)C)O)O. Cell line: SNB-75. Synergy scores: CSS=0.456, Synergy_ZIP=1.51, Synergy_Bliss=3.05, Synergy_Loewe=-2.62, Synergy_HSA=-2.43.